This data is from Catalyst prediction with 721,799 reactions and 888 catalyst types from USPTO. The task is: Predict which catalyst facilitates the given reaction. (1) Reactant: C(OC(=O)[NH:7][C@H:8]1[CH2:12][CH2:11][C@@H:10]([CH2:13][C:14]#[N:15])[CH2:9]1)(C)(C)C.[F:17][C:18]([F:23])([F:22])[C:19]([OH:21])=[O:20]. Product: [F:17][C:18]([F:23])([F:22])[C:19]([OH:21])=[O:20].[NH2:7][C@@H:8]1[CH2:12][CH2:11][C@H:10]([CH2:13][C:14]#[N:15])[CH2:9]1. The catalyst class is: 4. (2) Reactant: CC(C)(OC([NH:7][C@H:8]([C:28]([O:30][CH3:31])=[O:29])[CH2:9][NH:10][C:11]([O:13][CH2:14][CH:15]1[C:27]2[CH:26]=[CH:25][CH:24]=[CH:23][C:22]=2[C:21]2[C:16]1=[CH:17][CH:18]=[CH:19][CH:20]=2)=[O:12])=O)C. Product: [CH:17]1[C:16]2[CH:15]([CH2:14][O:13][C:11]([NH:10][CH2:9][C@@H:8]([C:28]([O:30][CH3:31])=[O:29])[NH2:7])=[O:12])[C:27]3[C:22](=[CH:23][CH:24]=[CH:25][CH:26]=3)[C:21]=2[CH:20]=[CH:19][CH:18]=1. The catalyst class is: 330. (3) Reactant: C(OC(=O)[NH:7][C@@H:8]1[C@@H:13]([OH:14])[C@H:12]([CH2:15][C:16]2[CH:21]=[C:20]([F:22])[C:19]([N+:23]([O-:25])=[O:24])=[C:18]([F:26])[CH:17]=2)[CH2:11][S:10](=[O:28])(=[O:27])[CH2:9]1)(C)(C)C.[ClH:30]. Product: [ClH:30].[NH2:7][C@@H:8]1[C@@H:13]([OH:14])[C@H:12]([CH2:15][C:16]2[CH:17]=[C:18]([F:26])[C:19]([N+:23]([O-:25])=[O:24])=[C:20]([F:22])[CH:21]=2)[CH2:11][S:10](=[O:27])(=[O:28])[CH2:9]1. The catalyst class is: 12.